Dataset: Full USPTO retrosynthesis dataset with 1.9M reactions from patents (1976-2016). Task: Predict the reactants needed to synthesize the given product. (1) Given the product [ClH:28].[NH:14]1[CH2:17][CH:16]([CH:18]([NH:21][C:22](=[O:27])[C:23]([F:25])([F:26])[F:24])[CH2:19][CH3:20])[CH2:15]1, predict the reactants needed to synthesize it. The reactants are: C([N:14]1[CH2:17][CH:16]([CH:18]([NH:21][C:22](=[O:27])[C:23]([F:26])([F:25])[F:24])[CH2:19][CH3:20])[CH2:15]1)(C1C=CC=CC=1)C1C=CC=CC=1.[ClH:28]. (2) Given the product [CH:15]1[CH:20]=[CH:19][C:18]([C:24]([OH:26])=[O:25])=[C:17]([C:27]2[C:28]3[CH:33]=[CH:32][C:31]([OH:34])=[CH:30][C:29]=3[O:35][C:36]3[C:37]=2[CH:38]=[CH:39][C:40]([CH:41]=3)=[O:42])[CH:16]=1.[SiH4:5], predict the reactants needed to synthesize it. The reactants are: NCCC[Si:5](OCC)(OCC)OCC.[CH:15]1[C:20](N=C=S)=[CH:19][C:18]2[C:24]([O:26][C:27]3([C:37]4[CH:38]=[CH:39][C:40]([OH:42])=[CH:41][C:36]=4[O:35][C:29]4[CH:30]=[C:31]([OH:34])[CH:32]=[CH:33][C:28]3=4)[C:17]=2[CH:16]=1)=[O:25]. (3) Given the product [CH2:37]([O:36][C:34](=[O:35])[NH:5][S:6]([C:9]1[CH:14]=[CH:13][C:12]([O:15][C:16]([F:18])([F:19])[F:17])=[CH:11][C:10]=1[C:20]1[CH:25]=[CH:24][C:23]([CH2:26][N:27]2[CH2:28][CH2:29][O:30][CH2:31][CH2:32]2)=[CH:22][N:21]=1)(=[O:7])=[O:8])[CH2:38][CH2:39][CH3:40], predict the reactants needed to synthesize it. The reactants are: C([NH:5][S:6]([C:9]1[CH:14]=[CH:13][C:12]([O:15][C:16]([F:19])([F:18])[F:17])=[CH:11][C:10]=1[C:20]1[CH:25]=[CH:24][C:23]([CH2:26][N:27]2[CH2:32][CH2:31][O:30][CH2:29][CH2:28]2)=[CH:22][N:21]=1)(=[O:8])=[O:7])(C)(C)C.Cl[C:34]([O:36][CH2:37][CH2:38][CH2:39][CH3:40])=[O:35].N1C=CC=CC=1. (4) Given the product [NH2:39][C:38]1[N:40]=[CH:4][C:5]2[CH2:14][C@H:13]3[N:12]([CH2:15][CH2:16][CH3:17])[CH2:11][C@@H:10]([NH:18][C:19](=[O:28])[N:20]([CH2:23][CH2:24][N:25]([CH3:27])[CH3:26])[CH2:21][CH3:22])[CH2:9][C@@H:8]3[CH2:7][C:6]=2[N:37]=1, predict the reactants needed to synthesize it. The reactants are: CN([CH:4]=[C:5]1[CH2:14][C@@H:13]2[C@H:8]([CH2:9][C@H:10]([NH:18][C:19](=[O:28])[N:20]([CH2:23][CH2:24][N:25]([CH3:27])[CH3:26])[CH2:21][CH3:22])[CH2:11][N:12]2[CH2:15][CH2:16][CH3:17])[CH2:7][C:6]1=O)C.C(O)C.C(=O)(O)O.[NH2:37][C:38]([NH2:40])=[NH:39]. (5) Given the product [CH3:35][N:31]1[C:18]2[C:17](=[C:30]3[C:25](=[C:24]4[C:19]=2[CH:20]=[CH:21][CH:22]=[N:23]4)[N:26]=[CH:27][CH:28]=[CH:29]3)[N:16]=[C:15]1[C:13]1[C:12]2[C:7]([CH:6]=[C:5]3[C:14]=1[CH:1]=[CH:2][CH:3]=[CH:4]3)=[CH:8][CH:9]=[CH:10][CH:11]=2, predict the reactants needed to synthesize it. The reactants are: [CH:1]1[C:14]2[C:5](=[CH:6][C:7]3[C:12]([C:13]=2[C:15]2[NH:16][C:17]4[C:18]([N:31]=2)=[C:19]2[C:24](=[C:25]5[C:30]=4[CH:29]=[CH:28][CH:27]=[N:26]5)[N:23]=[CH:22][CH:21]=[CH:20]2)=[CH:11][CH:10]=[CH:9][CH:8]=3)[CH:4]=[CH:3][CH:2]=1.[H-].[Na+].I[CH3:35].CO. (6) Given the product [Br:1][C:2]1[CH:7]=[CH:6][C:5]([C:8]2([C:11]([OH:16])=[O:14])[CH2:10][CH2:9]2)=[CH:4][C:3]=1[F:13], predict the reactants needed to synthesize it. The reactants are: [Br:1][C:2]1[CH:7]=[CH:6][C:5]([C:8]2([C:11]#N)[CH2:10][CH2:9]2)=[CH:4][C:3]=1[F:13].[OH-:14].[Na+].[OH:16]O.Cl. (7) Given the product [C:20]([O:19][C:17]([N:12]1[C:11]([NH2:14])=[CH:10][C:9]([C:5]2[CH:6]=[N:7][CH:8]=[C:3]([O:2][CH3:1])[CH:4]=2)=[N:13]1)=[O:18])([CH3:23])([CH3:22])[CH3:21], predict the reactants needed to synthesize it. The reactants are: [CH3:1][O:2][C:3]1[CH:4]=[C:5]([C:9]2[CH:10]=[C:11]([NH2:14])[NH:12][N:13]=2)[CH:6]=[N:7][CH:8]=1.[OH-].[K+].[C:17](O[C:17]([O:19][C:20]([CH3:23])([CH3:22])[CH3:21])=[O:18])([O:19][C:20]([CH3:23])([CH3:22])[CH3:21])=[O:18].